This data is from NCI-60 drug combinations with 297,098 pairs across 59 cell lines. The task is: Regression. Given two drug SMILES strings and cell line genomic features, predict the synergy score measuring deviation from expected non-interaction effect. Drug 1: CC1C(C(CC(O1)OC2CC(CC3=C2C(=C4C(=C3O)C(=O)C5=C(C4=O)C(=CC=C5)OC)O)(C(=O)C)O)N)O.Cl. Drug 2: CC1=C2C(C(=O)C3(C(CC4C(C3C(C(C2(C)C)(CC1OC(=O)C(C(C5=CC=CC=C5)NC(=O)C6=CC=CC=C6)O)O)OC(=O)C7=CC=CC=C7)(CO4)OC(=O)C)O)C)OC(=O)C. Cell line: 786-0. Synergy scores: CSS=52.6, Synergy_ZIP=-4.56, Synergy_Bliss=-0.0174, Synergy_Loewe=0.601, Synergy_HSA=2.56.